From a dataset of Catalyst prediction with 721,799 reactions and 888 catalyst types from USPTO. Predict which catalyst facilitates the given reaction. Reactant: [NH2:1][C@H:2]1[CH2:18][C@@H:17]2[C@@:5]([CH3:28])([C@@H:6]3[C@@H:14]([CH2:15][CH2:16]2)[C@:13]2([OH:19])[C@@:9]([CH3:27])([C@@H:10]([C:20]4[CH:21]=[CH:22][C:23](=[O:26])[O:24][CH:25]=4)[CH2:11][CH2:12]2)[CH2:8][CH2:7]3)[CH2:4][CH2:3]1.CCN(C(C)C)C(C)C.[N:38]1([C:44](Cl)=[O:45])[CH2:43][CH2:42][O:41][CH2:40][CH2:39]1. Product: [OH:19][C@:13]12[CH2:12][CH2:11][C@H:10]([C:20]3[CH:21]=[CH:22][C:23](=[O:26])[O:24][CH:25]=3)[C@@:9]1([CH3:27])[CH2:8][CH2:7][C@H:6]1[C@H:14]2[CH2:15][CH2:16][C@H:17]2[C@:5]1([CH3:28])[CH2:4][CH2:3][C@@H:2]([NH:1][C:44]([N:38]1[CH2:43][CH2:42][O:41][CH2:40][CH2:39]1)=[O:45])[CH2:18]2. The catalyst class is: 2.